From a dataset of Volume of distribution at steady state (VDss) regression data from Lombardo et al.. Regression/Classification. Given a drug SMILES string, predict its absorption, distribution, metabolism, or excretion properties. Task type varies by dataset: regression for continuous measurements (e.g., permeability, clearance, half-life) or binary classification for categorical outcomes (e.g., BBB penetration, CYP inhibition). For this dataset (vdss_lombardo), we predict log10(VDss) (log10 of volume of distribution in L/kg). The compound is CCCCCN(CCCOC)C(=O)C(CCC(=O)[O-])NC(=O)c1ccc(Cl)c(Cl)c1. The log10(VDss) is -0.740.